From a dataset of Peptide-MHC class I binding affinity with 185,985 pairs from IEDB/IMGT. Regression. Given a peptide amino acid sequence and an MHC pseudo amino acid sequence, predict their binding affinity value. This is MHC class I binding data. (1) The peptide sequence is RTSCLQKQSH. The MHC is HLA-B57:01 with pseudo-sequence HLA-B57:01. The binding affinity (normalized) is 0.407. (2) The peptide sequence is YERGNIIIF. The MHC is HLA-B39:01 with pseudo-sequence HLA-B39:01. The binding affinity (normalized) is 0.0847. (3) The peptide sequence is ISKKAKGWF. The MHC is HLA-B40:02 with pseudo-sequence HLA-B40:02. The binding affinity (normalized) is 0. (4) The peptide sequence is KQFYIFNTH. The MHC is HLA-A26:01 with pseudo-sequence HLA-A26:01. The binding affinity (normalized) is 0.0847. (5) The peptide sequence is AAIDRQVSVK. The MHC is HLA-A33:01 with pseudo-sequence HLA-A33:01. The binding affinity (normalized) is 0.